Dataset: Reaction yield outcomes from USPTO patents with 853,638 reactions. Task: Predict the reaction yield, written as a fraction of the theoretical maximum amount of product (1.0 means a 100% yield; for example, 0.34 means a 34% yield). (1) The reactants are [CH:1]([C:3]1[CH:15]=[CH:14][C:6]2[C:7](=[O:13])[CH2:8][CH2:9][C:10](=[O:12])[NH:11][C:5]=2[CH:4]=1)=[CH2:2]. The catalyst is CCO.[Pd]. The product is [CH2:1]([C:3]1[CH:15]=[CH:14][C:6]2[C:7](=[O:13])[CH2:8][CH2:9][C:10](=[O:12])[NH:11][C:5]=2[CH:4]=1)[CH3:2]. The yield is 0.910. (2) The reactants are [Cl:1][C:2]1[N:7]=[C:6]([C:8]2[CH:9]=[C:10]([O:15][CH:16]([F:18])[F:17])[C:11]([NH2:14])=[N:12][CH:13]=2)[CH:5]=[C:4](Cl)[N:3]=1.[CH2:20]([N:22]1[CH:26]=[C:25](B2OC(C)(C)C(C)(C)O2)[CH:24]=[N:23]1)[CH3:21].C(=O)([O-])[O-].[Cs+].[Cs+]. The catalyst is [Pd](Cl)Cl.C1(P(C2C=CC=CC=2)[C-]2C=CC=C2)C=CC=CC=1.[C-]1(P(C2C=CC=CC=2)C2C=CC=CC=2)C=CC=C1.[Fe+2].O1CCOCC1.O. The product is [Cl:1][C:2]1[N:7]=[C:6]([C:8]2[CH:9]=[C:10]([O:15][CH:16]([F:18])[F:17])[C:11]([NH2:14])=[N:12][CH:13]=2)[CH:5]=[C:4]([C:25]2[CH:24]=[N:23][N:22]([CH2:20][CH3:21])[CH:26]=2)[N:3]=1. The yield is 0.750. (3) The reactants are C(Cl)(=O)C([Cl:4])=O.[CH3:7][N:8]1[C:16]2[C:11](=[CH:12][C:13]([S:17]([OH:20])(=O)=[O:18])=[CH:14][CH:15]=2)[CH2:10][CH2:9]1. The catalyst is ClCCl.CN(C)C=O. The product is [CH3:7][N:8]1[C:16]2[C:11](=[CH:12][C:13]([S:17]([Cl:4])(=[O:20])=[O:18])=[CH:14][CH:15]=2)[CH2:10][CH2:9]1. The yield is 0.620. (4) The reactants are [Cl-].O[NH3+:3].[C:4](=[O:7])([O-])[OH:5].[Na+].CS(C)=O.[OH:13][CH:14]([CH2:44][CH3:45])[CH2:15][N:16]1[C:21](=[O:22])[C:20]([CH2:23][C:24]2[CH:29]=[CH:28][C:27]([C:30]3[C:31]([C:36]#[N:37])=[CH:32][CH:33]=[CH:34][CH:35]=3)=[CH:26][CH:25]=2)=[C:19]([CH2:38][CH2:39][CH3:40])[N:18]2[N:41]=[CH:42][N:43]=[C:17]12. The catalyst is C(OCC)(=O)C. The product is [OH:13][CH:14]([CH2:44][CH3:45])[CH2:15][N:16]1[C:21](=[O:22])[C:20]([CH2:23][C:24]2[CH:25]=[CH:26][C:27]([C:30]3[CH:35]=[CH:34][CH:33]=[CH:32][C:31]=3[C:36]3[NH:3][C:4](=[O:7])[O:5][N:37]=3)=[CH:28][CH:29]=2)=[C:19]([CH2:38][CH2:39][CH3:40])[N:18]2[N:41]=[CH:42][N:43]=[C:17]12. The yield is 0.540. (5) The reactants are [OH-].[K+].[C:3]([OH:11])(=[O:10])[C:4]1[CH:9]=[CH:8][CH:7]=[CH:6][CH:5]=1.CN(C=O)C.Cl[CH:18]([C:22](=[O:24])[CH3:23])[C:19](=[O:21])[CH3:20]. The catalyst is O. The product is [C:3]([O:11][CH:18]([C:22](=[O:24])[CH3:23])[C:19](=[O:21])[CH3:20])(=[O:10])[C:4]1[CH:9]=[CH:8][CH:7]=[CH:6][CH:5]=1. The yield is 0.961.